This data is from Drug-target binding data from BindingDB using IC50 measurements. The task is: Regression. Given a target protein amino acid sequence and a drug SMILES string, predict the binding affinity score between them. We predict pIC50 (pIC50 = -log10(IC50 in M); higher means more potent). Dataset: bindingdb_ic50. (1) The drug is FC(F)(F)Oc1cc2[nH]ncc2cc1-c1ccccc1C(F)(F)F. The target protein (Q8BLA8) has sequence MKRGLRRILLPEERKEVQGVVYRGVGEDMDCSKESFKVDIEGDMCRLEDFIKNRRKLSKYEDENLCPLHHAAAEGQVELMELIINGSSCEVLNIMDGYGNTPLHCAAEKNQVESVKFLLSQGANPNLRNRNMMSPLHIAVHGMYNEVIKVLTEHKATNINLEGENGNTALMSTCAKDNSEALQILLEKGAKLCKSNKWGDYPVHQAAFSGAKKCMELILAYGEKNGYSRETHINFVNHKKASPLHLAVQSGDLDMIKMCLDNGAHIDMMENAKCMALHFAATQGATDIVKLMISSYTGSSDIVNAVDGNQETLLHRASLFDHHDLAEYLISVGADINSTDSEGRSPLILATASASWNIVNLLLCKGAKVDIKDHLGRNFLHLTVQQPYGLRNLRPEFMQMQHIKELVMDEDNDGCTPLHYACRQGVPVSVNNLLGFNVSIHSKSKDKKSPLHFAASYGRINTCQRLLQDISDTRLLNEGDLHGMTPLHLAAKNGHDKVVQ.... The pIC50 is 6.6. (2) The compound is N#Cc1ccc2cc(CNC(=O)c3ccc4c(c3)[nH]c3ccccc34)ccc2c1. The target protein (Q9JJJ7) has sequence MATFSRQEFFQQLLQGCLLPTVQQGLDQIWLLLTICFACRLLWRLGLPSYLKHASTVAGGFFSLYHFFQLHMVWVVLLSLLCYLVLFLCRHSSHRGVFLSVTILIYLLMGEMHMVDTVTWHKMRGAQMIVAMKAVSLGFDLDRGEVGAVPSPVEFMGYLYFVGTIVFGPWISFHSYLQAVQGRPLSRRWLKKVARSLALALLCLVLSTCVGPYLFPYFIPLDGDRLLRNKKRKARGTMVRWLRAYESAVSFHFSNYFVGFLSEATATLAGAGFTEEKDHLEWDLTVSRPLNVELPRSMVEVVTSWNLPMSYWLNNYVFKNALRLGTFSAVLVTYAASALLHGFSFHLAAVLLSLAFITYVEHVLRKRLAQILSACILSKRCLPDCSHRHRLGLGVRALNLLFGALAIFHLSYLGSLFDVDVDDTTEEQGYGMAYTVHKWSELSWASHWVTFGCWIFYRLIG. The pIC50 is 7.9. (3) The compound is N#C/C(=C\c1ccc(-c2ncnc3[nH]cnc23)cc1)S(=O)(=O)c1ccccc1. The target protein sequence is MPSRAEDYEVLYTIGTGSYGRAQKIRRKSDGKILVWKELDYGSMTEAEKQMLVSEVNLLRELKHPNIVRYYDRIIDRTNTTLYIVMEYCEGGDLASVITKGTKERQYLDEEFVLRVMTQLTLALKECHRRSDGGHTVLHRDLKPANVFLDGKQNVKLGDFGLARILNHDTSFAKAFVGTPYYMSPEQMNRMSYNEKSDIWSLGCLLYELCALMPPFTAFSQKELAGKIREGKFRRIPYRYSDELNEIITRMLNLKDYHRPSVEEILENPLIADLVADEQRRNLERRGRQLGEPEKSQDSSPVLSELKLKEIQLQERERALKAREERLEQKEQELCVRERLAEDKLARAENLLKNYSLLKERKFLSLASNPELLNLPSSVIKKKVHFSGESKENIMRSENSESQLTSKSKCKDLKKRLHAAQLRAQALSDIEKNYQLKSRQILGMR. The pIC50 is 5.0.